Dataset: Reaction yield outcomes from USPTO patents with 853,638 reactions. Task: Predict the reaction yield, written as a fraction of the theoretical maximum amount of product (1.0 means a 100% yield; for example, 0.34 means a 34% yield). (1) The reactants are [CH3:1][O:2][C:3]([CH:5]1[CH2:13][C:12]2[C:7](=[CH:8][CH:9]=[CH:10][C:11]=2[N+:14]([O-])=O)[CH2:6]1)=[O:4].[H][H]. The catalyst is [Pd].C(OCC)(=O)C. The product is [CH3:1][O:2][C:3]([CH:5]1[CH2:13][C:12]2[C:7](=[CH:8][CH:9]=[CH:10][C:11]=2[NH2:14])[CH2:6]1)=[O:4]. The yield is 1.00. (2) The reactants are [CH3:1][C:2]1([CH3:10])[O:7][C:6](=[O:8])[CH2:5][C:4](=[O:9])[O:3]1.[CH3:11][S:12]([C:15]1[CH:21]=[CH:20][C:18]([NH2:19])=[CH:17][CH:16]=1)(=[O:14])=[O:13].[CH:22](OC)(OC)OC. No catalyst specified. The product is [CH3:1][C:2]1([CH3:10])[O:7][C:6](=[O:8])[C:5](=[CH:22][NH:19][C:18]2[CH:20]=[CH:21][C:15]([S:12]([CH3:11])(=[O:13])=[O:14])=[CH:16][CH:17]=2)[C:4](=[O:9])[O:3]1. The yield is 1.00.